From a dataset of Reaction yield outcomes from USPTO patents with 853,638 reactions. Predict the reaction yield, written as a fraction of the theoretical maximum amount of product (1.0 means a 100% yield; for example, 0.34 means a 34% yield). (1) The reactants are [Br:1][C:2]1[C:7]([F:8])=[CH:6][C:5]([F:9])=[C:4]([N+:10]([O-])=O)[C:3]=1[F:13].C1CCCCC=1. The catalyst is [OH-].[OH-].[Pd+2].C(O)C. The product is [NH2:10][C:4]1[C:3]([F:13])=[C:2]([Br:1])[C:7]([F:8])=[CH:6][C:5]=1[F:9]. The yield is 0.830. (2) The reactants are [Cl:1][C:2]1[CH:7]=[C:6]([N+:8]([O-:10])=[O:9])[C:5](F)=[CH:4][C:3]=1[Cl:12].[C:13]([O:17][CH2:18][CH3:19])(=[O:16])[CH2:14][OH:15].[F-].[K+].FC(F)(F)C(O)=O. The catalyst is O.CC#N.O.O1CCOCC1. The product is [Cl:1][C:2]1[C:3]([Cl:12])=[CH:4][C:5]([O:15][CH2:14][C:13]([O:17][CH2:18][CH3:19])=[O:16])=[C:6]([N+:8]([O-:10])=[O:9])[CH:7]=1. The yield is 0.960. (3) The reactants are CN(C)/[CH:3]=[CH:4]/[C:5]1[C:10]([C:11]([F:14])([F:13])[F:12])=[CH:9][CH:8]=[CH:7][C:6]=1[N+:15]([O-])=O. The catalyst is CO.[Pd]. The product is [F:14][C:11]([F:12])([F:13])[C:10]1[CH:9]=[CH:8][CH:7]=[C:6]2[C:5]=1[CH:4]=[CH:3][NH:15]2. The yield is 0.580. (4) The reactants are [OH:1][C@@H:2]1[CH2:5][C@H:4]([C:6]([O:8][CH2:9][CH3:10])=[O:7])[CH2:3]1.C([O-])([O-])=O.[K+].[K+].Br[CH2:18][C:19]1[CH:26]=[CH:25][C:22]([C:23]#[N:24])=[CH:21][CH:20]=1. The catalyst is CN(C=O)C. The product is [C:23]([C:22]1[CH:25]=[CH:26][C:19]([CH2:18][O:1][C@@H:2]2[CH2:5][C@H:4]([C:6]([O:8][CH2:9][CH3:10])=[O:7])[CH2:3]2)=[CH:20][CH:21]=1)#[N:24]. The yield is 0.950. (5) The reactants are [NH2:1][C:2]1[CH:16]=[CH:15][C:5]([CH2:6][P:7](=[O:14])([O:11][CH2:12][CH3:13])[O:8][CH2:9][CH3:10])=[CH:4][CH:3]=1.[CH3:17][C:18]1[C:22](/[CH:23]=[CH:24]/[C:25](O)=[O:26])=[C:21]([C:28]2[CH:33]=[CH:32][CH:31]=[CH:30][CH:29]=2)[O:20][N:19]=1.O.ON1C2C=CC=CC=2N=N1.Cl.C(N=C=NCCCN(C)C)C. The catalyst is O.CN(C)C=O. The product is [CH2:12]([O:11][P:7]([CH2:6][C:5]1[CH:4]=[CH:3][C:2]([NH:1][C:25](=[O:26])/[CH:24]=[CH:23]/[C:22]2[C:18]([CH3:17])=[N:19][O:20][C:21]=2[C:28]2[CH:29]=[CH:30][CH:31]=[CH:32][CH:33]=2)=[CH:16][CH:15]=1)([O:8][CH2:9][CH3:10])=[O:14])[CH3:13]. The yield is 0.830.